Predict which catalyst facilitates the given reaction. From a dataset of Catalyst prediction with 721,799 reactions and 888 catalyst types from USPTO. Product: [CH2:1]([O:3][C:4]([C:6]1[CH:7]=[C:8]([C:15]([OH:20])=[O:21])[N:9]2[CH2:14][CH2:13][O:12][CH2:11][C:10]=12)=[O:5])[CH3:2]. The catalyst class is: 7. Reactant: [CH2:1]([O:3][C:4]([C:6]1[CH:7]=[C:8]([C:15](=[O:20])C(Cl)(Cl)Cl)[N:9]2[CH2:14][CH2:13][O:12][CH2:11][C:10]=12)=[O:5])[CH3:2].[OH2:21].[OH-].[K+].